This data is from Full USPTO retrosynthesis dataset with 1.9M reactions from patents (1976-2016). The task is: Predict the reactants needed to synthesize the given product. (1) Given the product [CH3:17][O:3][C:1]([N:4]1[CH2:9][CH2:8][O:7][CH2:6][CH2:5]1)([O:13][CH3:14])[CH3:2], predict the reactants needed to synthesize it. The reactants are: [C:1]([N:4]1[CH2:9][CH2:8][O:7][CH2:6][CH2:5]1)(=[O:3])[CH3:2].S(OC)([O:13][CH3:14])(=O)=O.[CH3:17][O-].[Na+]. (2) Given the product [NH2:1][C:2]1[C:3]([C:4]([OH:6])=[O:5])=[CH:8][CH:9]=[CH:10][N:11]=1, predict the reactants needed to synthesize it. The reactants are: [NH2:1][C:2]1[N:11]=[CH:10][CH:9]=[CH:8][C:3]=1[C:4]([O:6]C)=[O:5].[OH-].[Na+].Cl. (3) Given the product [F:28][C:2]([F:1])([F:27])[C:3]([C:10]1[CH:26]=[CH:25][CH:24]=[CH:23][C:11]=1[O:12][C:13]1[CH:14]=[N:15][C:16]2[C:21]([CH:22]=1)=[CH:20][CH:19]=[CH:18][CH:17]=2)([OH:4])[CH3:9], predict the reactants needed to synthesize it. The reactants are: [F:1][C:2]([F:28])([F:27])[C:3]([C:10]1[CH:26]=[CH:25][CH:24]=[CH:23][C:11]=1[O:12][C:13]1[CH:14]=[N:15][C:16]2[C:21]([CH:22]=1)=[CH:20][CH:19]=[CH:18][CH:17]=2)([CH3:9])[O:4][Si](C)(C)C.[F-].C([N+](CCCC)(CCCC)CCCC)CCC. (4) Given the product [CH3:12][O:13][C:14]1[CH:15]=[C:16]2[C:21](=[CH:22][CH:23]=1)[N:20]([C:2]1[C:11]3[C:6](=[CH:7][CH:8]=[CH:9][CH:10]=3)[N:5]=[CH:4][N:3]=1)[CH2:19][CH2:18][CH2:17]2, predict the reactants needed to synthesize it. The reactants are: Cl[C:2]1[C:11]2[C:6](=[CH:7][CH:8]=[CH:9][CH:10]=2)[N:5]=[CH:4][N:3]=1.[CH3:12][O:13][C:14]1[CH:15]=[C:16]2[C:21](=[CH:22][CH:23]=1)[NH:20][CH2:19][CH2:18][CH2:17]2. (5) The reactants are: [Cl:1][C:2]1[CH:7]=[CH:6][C:5]([C:8]2[CH:13]=[N:12][N:11]3[C:14](=[O:17])[NH:15][N:16]=[C:10]3[C:9]=2[C:18]2[CH:23]=[CH:22][C:21]([Cl:24])=[CH:20][CH:19]=2)=[CH:4][CH:3]=1.[CH:25]12[O:31][CH:26]1[CH2:27][CH2:28][CH2:29][CH2:30]2.C([O-])([O-])=O.[K+].[K+]. Given the product [Cl:1][C:2]1[CH:7]=[CH:6][C:5]([C:8]2[CH:13]=[N:12][N:11]3[C:14](=[O:17])[N:15]([CH:25]4[CH2:30][CH2:29][CH2:28][CH2:27][CH:26]4[OH:31])[N:16]=[C:10]3[C:9]=2[C:18]2[CH:23]=[CH:22][C:21]([Cl:24])=[CH:20][CH:19]=2)=[CH:4][CH:3]=1, predict the reactants needed to synthesize it. (6) The reactants are: [CH2:1]([C:8]1[NH:30][C:11]2[N:12]=[N:13][C:14]([CH2:16][CH2:17][CH2:18][CH2:19][C:20]3[S:24][C:23]([C:25]([O:27]CC)=O)=[N:22][N:21]=3)=[CH:15][C:10]=2[CH:9]=1)[C:2]1[CH:7]=[CH:6][CH:5]=[CH:4][CH:3]=1.[CH3:31][CH:32]([CH3:35])[CH2:33][NH2:34]. Given the product [CH2:1]([C:8]1[NH:30][C:11]2[N:12]=[N:13][C:14]([CH2:16][CH2:17][CH2:18][CH2:19][C:20]3[S:24][C:23]([C:25]([NH:34][CH2:33][CH:32]([CH3:35])[CH3:31])=[O:27])=[N:22][N:21]=3)=[CH:15][C:10]=2[CH:9]=1)[C:2]1[CH:7]=[CH:6][CH:5]=[CH:4][CH:3]=1, predict the reactants needed to synthesize it. (7) Given the product [N:1]([C@@H:4]1[C@@H:8]([C@H:9]2[CH2:13][O:12][C:11]([CH3:14])([CH3:15])[O:10]2)[O:7][C:6](=[O:16])[C@@H:5]1[O:17][S:26]([C:25]([F:38])([F:37])[F:24])(=[O:28])=[O:27])=[N+:2]=[N-:3], predict the reactants needed to synthesize it. The reactants are: [N:1]([C@H:4]1[C@@H:8]([C@H:9]2[CH2:13][O:12][C:11]([CH3:15])([CH3:14])[O:10]2)[O:7][C:6](=[O:16])[C@@H:5]1[OH:17])=[N+:2]=[N-:3].N1C=CC=CC=1.[F:24][C:25]([F:38])([F:37])[S:26](O[S:26]([C:25]([F:38])([F:37])[F:24])(=[O:28])=[O:27])(=[O:28])=[O:27].